The task is: Regression. Given two drug SMILES strings and cell line genomic features, predict the synergy score measuring deviation from expected non-interaction effect.. This data is from NCI-60 drug combinations with 297,098 pairs across 59 cell lines. Drug 1: CC(CN1CC(=O)NC(=O)C1)N2CC(=O)NC(=O)C2. Drug 2: C1CN1P(=S)(N2CC2)N3CC3. Cell line: OVCAR-8. Synergy scores: CSS=30.4, Synergy_ZIP=-9.67, Synergy_Bliss=-3.81, Synergy_Loewe=-2.97, Synergy_HSA=-0.178.